From a dataset of Full USPTO retrosynthesis dataset with 1.9M reactions from patents (1976-2016). Predict the reactants needed to synthesize the given product. (1) The reactants are: [CH2:1]([C:5]1[CH:10]=[CH:9][C:8]([C:11]#[C:12][C:13]2[CH:33]=[CH:32][C:16]([CH2:17][NH:18][CH2:19][C:20]3[CH:31]=[CH:30][C:23]([O:24][CH2:25][C:26]([O:28][CH3:29])=[O:27])=[CH:22][CH:21]=3)=[CH:15][CH:14]=2)=[CH:7][CH:6]=1)[CH2:2][CH2:3][CH3:4].[CH2:34]([S:36](Cl)(=[O:38])=[O:37])[CH3:35]. Given the product [CH2:1]([C:5]1[CH:6]=[CH:7][C:8]([C:11]#[C:12][C:13]2[CH:14]=[CH:15][C:16]([CH2:17][N:18]([CH2:19][C:20]3[CH:21]=[CH:22][C:23]([O:24][CH2:25][C:26]([O:28][CH3:29])=[O:27])=[CH:30][CH:31]=3)[S:36]([CH2:34][CH3:35])(=[O:38])=[O:37])=[CH:32][CH:33]=2)=[CH:9][CH:10]=1)[CH2:2][CH2:3][CH3:4], predict the reactants needed to synthesize it. (2) The reactants are: [Cl:1][C:2]1[CH:7]=[CH:6][C:5]([Cl:8])=[CH:4][C:3]=1[OH:9].Cl[C:11]1[CH:18]=[CH:17][C:14]([C:15]#[N:16])=[CH:13][C:12]=1[N+:19]([O-:21])=[O:20].C([O-])([O-])=O.[K+].[K+]. Given the product [Cl:1][C:2]1[CH:7]=[CH:6][C:5]([Cl:8])=[CH:4][C:3]=1[O:9][C:11]1[CH:18]=[CH:17][C:14]([C:15]#[N:16])=[CH:13][C:12]=1[N+:19]([O-:21])=[O:20], predict the reactants needed to synthesize it. (3) Given the product [F:1][C:2]1[CH:3]=[C:4]([CH:8]=[C:9]([F:11])[CH:10]=1)[C:5]([N:13]([CH3:12])[C:14]1[CH:15]=[N:16][CH:17]=[CH:18][C:19]=1[C:20]1[CH:25]=[CH:24][CH:23]=[CH:22][C:21]=1[CH3:26])=[O:6], predict the reactants needed to synthesize it. The reactants are: [F:1][C:2]1[CH:3]=[C:4]([CH:8]=[C:9]([F:11])[CH:10]=1)[C:5](Cl)=[O:6].[CH3:12][NH:13][C:14]1[CH:15]=[N:16][CH:17]=[CH:18][C:19]=1[C:20]1[CH:25]=[CH:24][CH:23]=[CH:22][C:21]=1[CH3:26].CCN(C(C)C)C(C)C. (4) The reactants are: [C:1]([CH2:3][C:4]([OH:6])=O)#[N:2].[CH2:7](Cl)[CH2:8]Cl.[CH:11]1[CH:12]=[CH:13][C:14]2[N:19](O)[N:18]=[N:17][C:15]=2[CH:16]=1.[C:21]([CH2:23][C:24](OC1C(F)=C(F)C(F)=C(F)C=1F)=O)#[N:22].C[N:39]([CH:41]=O)[CH3:40]. Given the product [C:1]([CH2:3][C:4]([NH:19][C@@H:14]1[CH2:8][CH2:7][C@H:12]([C:11]2[C:16]3=[C:24]4[CH:23]=[CH:21][NH:22][C:40]4=[N:39][CH:41]=[C:15]3[NH:17][N:18]=2)[CH2:13]1)=[O:6])#[N:2], predict the reactants needed to synthesize it. (5) The reactants are: C([N:8]([CH:20]1[CH2:26][CH2:25][CH2:24][C:23]2[C:27]([O:31][CH2:32][C:33]([O:35][CH2:36][CH3:37])=[O:34])=[CH:28][CH:29]=[CH:30][C:22]=2[CH2:21]1)[CH2:9][C@H:10]([OH:19])[CH2:11][O:12][C:13]1[CH:18]=[CH:17][CH:16]=[CH:15][CH:14]=1)C1C=CC=CC=1.[H][H]. Given the product [CH2:36]([O:35][C:33]([CH2:32][O:31][C:27]1[C:23]2[CH2:24][CH2:25][CH2:26][CH:20]([NH:8][CH2:9][C@H:10]([OH:19])[CH2:11][O:12][C:13]3[CH:14]=[CH:15][CH:16]=[CH:17][CH:18]=3)[CH2:21][C:22]=2[CH:30]=[CH:29][CH:28]=1)=[O:34])[CH3:37], predict the reactants needed to synthesize it. (6) Given the product [NH2:16][C:15]1[C:10]([NH:9][C:6]2[CH:7]=[CH:8][C:3]([O:2][CH3:1])=[CH:4][CH:5]=2)=[N:11][CH:12]=[CH:13][CH:14]=1, predict the reactants needed to synthesize it. The reactants are: [CH3:1][O:2][C:3]1[CH:8]=[CH:7][C:6]([NH:9][C:10]2[C:15]([N+:16]([O-])=O)=[CH:14][CH:13]=[CH:12][N:11]=2)=[CH:5][CH:4]=1.